This data is from Forward reaction prediction with 1.9M reactions from USPTO patents (1976-2016). The task is: Predict the product of the given reaction. (1) Given the reactants Cl[CH2:2][N:3]1[CH:7]=[C:6]([C:8]([F:11])([F:10])[F:9])[C:5]([C:12]#[N:13])=[CH:4]1.[F:14][C:15]([F:24])([F:23])[CH2:16][CH2:17][CH:18]([C:21]#[N:22])[C:19]#[N:20].C(=O)([O-])[O-].[K+].[K+].O, predict the reaction product. The product is: [C:12]([C:5]1[C:6]([C:8]([F:11])([F:10])[F:9])=[CH:7][N:3]([CH2:2][C:18]([CH2:17][CH2:16][C:15]([F:14])([F:23])[F:24])([C:19]#[N:20])[C:21]#[N:22])[CH:4]=1)#[N:13]. (2) Given the reactants [Cl:1][C:2]1[CH:20]=[C:19]([O:21][CH2:22][CH:23]=[C:24]([Cl:26])[Cl:25])[CH:18]=[C:17]([Cl:27])[C:3]=1[O:4][CH2:5][CH2:6][CH2:7][O:8][C:9]1[CH:16]=[CH:15][C:12]([CH:13]=O)=[CH:11][CH:10]=1.C([O-])(=O)C.[NH4+].[N+:33]([CH3:36])([O-:35])=[O:34].O, predict the reaction product. The product is: [Cl:1][C:2]1[CH:20]=[C:19]([O:21][CH2:22][CH:23]=[C:24]([Cl:26])[Cl:25])[CH:18]=[C:17]([Cl:27])[C:3]=1[O:4][CH2:5][CH2:6][CH2:7][O:8][C:9]1[CH:16]=[CH:15][C:12]([CH:13]=[CH:36][N+:33]([O-:35])=[O:34])=[CH:11][CH:10]=1. (3) Given the reactants Br[C:2]1[CH:7]=[CH:6][C:5]([C:8]([C:10]2[CH:15]=[CH:14][CH:13]=[CH:12][CH:11]=2)=[O:9])=[CH:4][CH:3]=1.[C:16]1([NH:22][C:23]2[CH:28]=[CH:27][CH:26]=[CH:25][CH:24]=2)[CH:21]=[CH:20][CH:19]=[CH:18][CH:17]=1.P(C(C)(C)C)(C(C)(C)C)C(C)(C)C, predict the reaction product. The product is: [C:23]1([N:22]([C:16]2[CH:17]=[CH:18][CH:19]=[CH:20][CH:21]=2)[C:2]2[CH:7]=[CH:6][C:5]([C:8]([C:10]3[CH:15]=[CH:14][CH:13]=[CH:12][CH:11]=3)=[O:9])=[CH:4][CH:3]=2)[CH:24]=[CH:25][CH:26]=[CH:27][CH:28]=1. (4) Given the reactants [O:1]1[CH:5]2[O:6][CH2:7][CH2:8][CH:4]2[CH:3]([O:9][C:10](=[O:28])[NH:11][CH:12]([CH2:21][C:22]2[CH:27]=[CH:26][CH:25]=[CH:24][CH:23]=2)[CH:13]([OH:20])[CH2:14][NH:15][CH2:16][CH:17]([CH3:19])[CH3:18])[CH2:2]1.[F:29][C:30]1[CH:35]=[CH:34][C:33]([S:36](Cl)(=[O:38])=[O:37])=[CH:32][C:31]=1[C:40]#[N:41].C([O-])(O)=O.[Na+], predict the reaction product. The product is: [O:1]1[CH:5]2[O:6][CH2:7][CH2:8][CH:4]2[CH:3]([O:9][C:10](=[O:28])[NH:11][CH:12]([CH2:21][C:22]2[CH:23]=[CH:24][CH:25]=[CH:26][CH:27]=2)[CH:13]([OH:20])[CH2:14][N:15]([S:36]([C:33]2[CH:34]=[CH:35][C:30]([F:29])=[C:31]([C:40]#[N:41])[CH:32]=2)(=[O:37])=[O:38])[CH2:16][CH:17]([CH3:19])[CH3:18])[CH2:2]1. (5) The product is: [Br:1][C:2]1[C:3]([CH3:9])=[CH:4][C:5](=[O:8])[N:6]([CH2:18][CH2:17][C:16]([O:20][CH3:21])=[O:19])[CH:7]=1. Given the reactants [Br:1][C:2]1[C:3]([CH3:9])=[CH:4][C:5](=[O:8])[NH:6][CH:7]=1.C([O-])([O-])=O.[K+].[K+].[C:16]([O:20][CH3:21])(=[O:19])[CH:17]=[CH2:18], predict the reaction product. (6) Given the reactants [F:1][C:2]1[CH:3]=[C:4]([C:9]2[CH:14]=[C:13]([C:15]([F:18])([F:17])[F:16])[N:12]3[N:19]=[CH:20][C:21]([C:22](O)=[O:23])=[C:11]3[N:10]=2)[CH:5]=[CH:6][C:7]=1[F:8].[S:25]([C:29]1[CH:30]=[C:31]([NH2:35])[CH:32]=[CH:33][CH:34]=1)(=[O:28])(=[O:27])[NH2:26], predict the reaction product. The product is: [S:25]([C:29]1[CH:30]=[C:31]([NH:35][C:22]([C:21]2[CH:20]=[N:19][N:12]3[C:13]([C:15]([F:17])([F:18])[F:16])=[CH:14][C:9]([C:4]4[CH:5]=[CH:6][C:7]([F:8])=[C:2]([F:1])[CH:3]=4)=[N:10][C:11]=23)=[O:23])[CH:32]=[CH:33][CH:34]=1)(=[O:27])(=[O:28])[NH2:26].